This data is from Peptide-MHC class I binding affinity with 185,985 pairs from IEDB/IMGT. The task is: Regression. Given a peptide amino acid sequence and an MHC pseudo amino acid sequence, predict their binding affinity value. This is MHC class I binding data. (1) The peptide sequence is VFFKQWFEK. The MHC is HLA-A02:03 with pseudo-sequence HLA-A02:03. The binding affinity (normalized) is 0.0847. (2) The peptide sequence is LTDFGLSKI. The MHC is HLA-B15:01 with pseudo-sequence HLA-B15:01. The binding affinity (normalized) is 0.